This data is from Reaction yield outcomes from USPTO patents with 853,638 reactions. The task is: Predict the reaction yield, written as a fraction of the theoretical maximum amount of product (1.0 means a 100% yield; for example, 0.34 means a 34% yield). (1) The reactants are [C:1]([C:5]1[C:6]([O:18][CH3:19])=[C:7]([CH:12]=[C:13]([N+:15]([O-])=O)[CH:14]=1)[C:8]([O:10][CH3:11])=[O:9])([CH3:4])([CH3:3])[CH3:2].[Cl-].[NH4+].O. The catalyst is [Fe].CO. The product is [NH2:15][C:13]1[CH:14]=[C:5]([C:1]([CH3:4])([CH3:3])[CH3:2])[C:6]([O:18][CH3:19])=[C:7]([CH:12]=1)[C:8]([O:10][CH3:11])=[O:9]. The yield is 1.00. (2) The reactants are [CH3:1][O:2][CH2:3][O:4][C:5]1[C:9]([C:10]([O:12][CH2:13][CH3:14])=[O:11])=[CH:8][N:7](C(OC(C)(C)C)=O)[N:6]=1.O.[OH-].[Li+].O1CCCC1.CO. The catalyst is O. The product is [CH3:1][O:2][CH2:3][O:4][C:5]1[C:9]([C:10]([O:12][CH2:13][CH3:14])=[O:11])=[CH:8][NH:7][N:6]=1. The yield is 0.770.